From a dataset of Full USPTO retrosynthesis dataset with 1.9M reactions from patents (1976-2016). Predict the reactants needed to synthesize the given product. (1) The reactants are: [CH3:1][O:2][CH2:3][CH2:4][O:5][CH2:6][C:7]1[S:8][CH:9]=[C:10]([C:12](OCC)=[O:13])[N:11]=1.[H-].[Al+3].[Li+].[H-].[H-].[H-].O. Given the product [CH3:1][O:2][CH2:3][CH2:4][O:5][CH2:6][C:7]1[S:8][CH:9]=[C:10]([CH2:12][OH:13])[N:11]=1, predict the reactants needed to synthesize it. (2) Given the product [Cl:16][C:5]1[C:6]([NH:8][CH2:9][CH:10]2[CH2:15][CH2:14][O:13][CH2:12][CH2:11]2)=[N:7][C:2]([C:25]2[C:24]([Cl:23])=[CH:29][N:28]=[C:27]([F:30])[CH:26]=2)=[CH:3][N:4]=1, predict the reactants needed to synthesize it. The reactants are: Br[C:2]1[N:7]=[C:6]([NH:8][CH2:9][CH:10]2[CH2:15][CH2:14][O:13][CH2:12][CH2:11]2)[C:5]([Cl:16])=[N:4][CH:3]=1.C([O-])([O-])=O.[Na+].[Na+].[Cl:23][C:24]1[C:25](B(O)O)=[CH:26][C:27]([F:30])=[N:28][CH:29]=1.C(Cl)Cl. (3) Given the product [ClH:47].[C:29]([N:26]1[CH2:27][CH2:28][N:23]([C:21]([C:20]2[N:19]=[C:18]([C:32]([F:34])([F:33])[F:35])[N:15]3[CH2:16][CH2:17][N:12]([C:10](=[O:11])[CH2:9][C@H:8]([NH2:7])[CH2:36][C:37]4[CH:42]=[C:41]([F:43])[C:40]([F:44])=[CH:39][C:38]=4[F:45])[CH2:13][C:14]=23)=[O:22])[CH2:24][CH2:25]1)(=[O:31])[CH3:30], predict the reactants needed to synthesize it. The reactants are: C(OC(=O)[NH:7][C@H:8]([CH2:36][C:37]1[CH:42]=[C:41]([F:43])[C:40]([F:44])=[CH:39][C:38]=1[F:45])[CH2:9][C:10]([N:12]1[CH2:17][CH2:16][N:15]2[C:18]([C:32]([F:35])([F:34])[F:33])=[N:19][C:20]([C:21]([N:23]3[CH2:28][CH2:27][N:26]([C:29](=[O:31])[CH3:30])[CH2:25][CH2:24]3)=[O:22])=[C:14]2[CH2:13]1)=[O:11])(C)(C)C.[ClH:47]. (4) Given the product [F:1][CH2:2][CH:3]1[CH2:4][N:5]([CH2:7][CH2:8][O:9][C:10]2[CH:15]=[CH:14][C:13]([C@H:16]3[C:25]([C:26]4[CH:31]=[CH:30][CH:29]=[C:28]([OH:32])[CH:27]=4)=[C:24]([CH3:39])[C:23]4[C:18](=[C:19]([OH:40])[CH:20]=[CH:21][CH:22]=4)[O:17]3)=[CH:12][CH:11]=2)[CH2:6]1, predict the reactants needed to synthesize it. The reactants are: [F:1][CH2:2][CH:3]1[CH2:6][N:5]([CH2:7][CH2:8][O:9][C:10]2[CH:15]=[CH:14][C:13]([CH:16]3[C:25]([C:26]4[CH:31]=[CH:30][CH:29]=[C:28]([O:32]C5CCCCO5)[CH:27]=4)=[C:24]([CH3:39])[C:23]4[C:18](=[C:19]([O:40]C5CCCCO5)[CH:20]=[CH:21][CH:22]=4)[O:17]3)=[CH:12][CH:11]=2)[CH2:4]1.C(O)(=O)C. (5) The reactants are: [Na+].[Na+].C([O:5][CH2:6][C:7]1[CH:15]=[CH:14][CH:13]=[C:9]([C:10]([O-:12])=[O:11])[C:8]=1[C:16]([O-:18])=[O:17])C.[Mn]([O-])(=O)(=O)=[O:20].[K+]. Given the product [C:6]([OH:5])(=[O:20])[C:7]1[CH:15]=[CH:14][CH:13]=[C:9]([C:10]([OH:12])=[O:11])[C:8]=1[C:16]([OH:18])=[O:17], predict the reactants needed to synthesize it. (6) Given the product [CH3:24][O:25][C:26]1[CH:27]=[C:28]([NH:29][C:2]2[C:11]3[C:10](=[CH:14][NH:13][N:12]=3)[C:9]3[C:4]([N:3]=2)=[CH:5][CH:6]=[CH:7][N:8]=3)[CH:30]=[CH:31][C:32]=1[O:33][CH3:34], predict the reactants needed to synthesize it. The reactants are: Cl[C:2]1[C:11]2=[N:12][N:13](CC3C=CC(OC)=CC=3)[CH:14]=[C:10]2[C:9]2[C:4](=[CH:5][CH:6]=[CH:7][N:8]=2)[N:3]=1.[CH3:24][O:25][C:26]1[CH:27]=[C:28]([CH:30]=[CH:31][C:32]=1[O:33][CH3:34])[NH2:29].Cl.